Dataset: Experimentally validated miRNA-target interactions with 360,000+ pairs, plus equal number of negative samples. Task: Binary Classification. Given a miRNA mature sequence and a target amino acid sequence, predict their likelihood of interaction. (1) The miRNA is hsa-miR-4684-5p with sequence CUCUCUACUGACUUGCAACAUA. The protein sequence of the target gene is MSVQVAAPGSAGLGPERLSPEELVRQTRQVVQGLEALRAEHHGLAGHLAEALAGQGPAAGLEMLEEKQQVVSHSLEAIELGLGEAQVLLALSAHVGALEAEKQRLRSQARRLAQENVWLREELEETQRRLRASEESVAQLEEEKRHLEFLGQLRQYDPPAESQQSESPPRRDSLASLFPSEEEERKGPEAAGAAAAQQGGYEIPARLRTLHNLVIQYAGQGRYEVAVPLCRQALEDLERSSGHCHPDVATMLNILALVYRDQNKYKEATDLLHDALQIREQTLGPEHPAVAATLNNLAVL.... Result: 1 (interaction). (2) The miRNA is hsa-miR-6855-5p with sequence UUGGGGUUUGGGGUGCAGACAUUGC. The protein sequence of the target gene is MGTVLSLSPSYRKATLFEDGAATVGHYTAVQNSKNAKDKNLKRHSIISVLPWKRIVAVSAKKKNSKKAQPNSSYQSNIAHLNNENLKKSLSCANLSTFAQPPPAQPPAPPASQLSGSQTGVSSSVKKAPHPAITSAGTPKRVIVQASTSELLRCLGEFLCRRCYRLKHLSPTDPVLWLRSVDRSLLLQGWQDQGFITPANVVFLYMLCRDVISSEVGSDHELQAVLLTCLYLSYSYMGNEISYPLKPFLVESCKEAFWDRCLSVINLMSSKMLQINADPHYFTQVFSDLKNESGQEDKKR.... Result: 0 (no interaction). (3) The protein sequence of the target gene is MCFPGSQISPARLYYLVSAPWICTGSLTSSRLPRRRESGPLRVPPRSVQAERILRLPAFGLPLLALLLVPLLPVRAQNPDAKVVSMGVEWLTRYGYLPPADPVHAQMQSLEKLQDAIKVMQRFAGLPETGQMDPMTIKTMRKPRCSLPDVLGAAGLVRRRRRYSLSGSVWKKRTLTWSIRSFSQKSQLSPQIVRTLLSYALAVWATESGLTFQEVNSQYQEPDIIIHFARAYHQDSYPFDGSGGTLAHAFFPGEHPISGDTHFDDEETWTFGSTDDNGIDLFAVAVHEFGHALGLGHSSA.... The miRNA is hsa-miR-4453 with sequence GAGCUUGGUCUGUAGCGGUU. Result: 0 (no interaction).